From a dataset of Forward reaction prediction with 1.9M reactions from USPTO patents (1976-2016). Predict the product of the given reaction. (1) Given the reactants Br[C:2]1[N:6]([CH:7]([CH3:9])[CH3:8])[C:5]2[CH:10]([C:26]3[CH:31]=[CH:30][C:29]([Cl:32])=[CH:28][CH:27]=3)[N:11]([C:14]3[CH:15]=[C:16]([CH3:25])[C:17]4[N:18]([C:20]([CH2:23][F:24])=[N:21][N:22]=4)[CH:19]=3)[C:12](=[O:13])[C:4]=2[N:3]=1.[CH3:33][O:34][C:35]1[C:40](B(O)O)=[CH:39][CH:38]=[CH:37][N:36]=1.C([O-])(O)=O.[Na+], predict the reaction product. The product is: [Cl:32][C:29]1[CH:30]=[CH:31][C:26]([CH:10]2[C:5]3[N:6]([CH:7]([CH3:9])[CH3:8])[C:2]([C:40]4[C:35]([O:34][CH3:33])=[N:36][CH:37]=[CH:38][CH:39]=4)=[N:3][C:4]=3[C:12](=[O:13])[N:11]2[C:14]2[CH:15]=[C:16]([CH3:25])[C:17]3[N:18]([C:20]([CH2:23][F:24])=[N:21][N:22]=3)[CH:19]=2)=[CH:27][CH:28]=1. (2) Given the reactants [CH3:1][O:2][C:3](=[O:25])[CH2:4][C:5]1[CH:10]=[C:9]([Br:11])[C:8]([O:12][C:13]2[CH:18]=[CH:17][C:16]([O:19][CH3:20])=[C:15]([CH:21]([CH3:23])[CH3:22])[CH:14]=2)=[C:7]([Br:24])[CH:6]=1.[C:26]1([CH3:35])[CH:31]=[CH:30][CH:29]=[C:28]([C:32](Cl)=[O:33])[CH:27]=1, predict the reaction product. The product is: [CH3:1][O:2][C:3](=[O:25])[CH2:4][C:5]1[CH:10]=[C:9]([Br:11])[C:8]([O:12][C:13]2[CH:14]=[C:15]([CH:21]([CH3:23])[CH3:22])[C:16]([O:19][CH3:20])=[CH:17][C:18]=2[C:32](=[O:33])[C:28]2[CH:29]=[CH:30][CH:31]=[C:26]([CH3:35])[CH:27]=2)=[C:7]([Br:24])[CH:6]=1. (3) Given the reactants Cl.[CH3:2][NH:3][CH3:4].Cl[C:6]1[S:7][C:8]([C:12]([N:14]([C:28]2[CH:33]=[CH:32][C:31]([F:34])=[C:30]([Cl:35])[CH:29]=2)[CH2:15][C:16]2[C:25]3[C:20](=[C:21]([F:26])[CH:22]=[CH:23][CH:24]=3)[NH:19][C:18](=[O:27])[CH:17]=2)=[O:13])=[C:9]([CH3:11])[N:10]=1, predict the reaction product. The product is: [Cl:35][C:30]1[CH:29]=[C:28]([N:14]([CH2:15][C:16]2[C:25]3[C:20](=[C:21]([F:26])[CH:22]=[CH:23][CH:24]=3)[NH:19][C:18](=[O:27])[CH:17]=2)[C:12]([C:8]2[S:7][C:6]([N:3]([CH3:4])[CH3:2])=[N:10][C:9]=2[CH3:11])=[O:13])[CH:33]=[CH:32][C:31]=1[F:34]. (4) Given the reactants [Cl:1][C:2]1[C:10]([C:11]#[N:12])=[CH:9][C:5]([C:6](Cl)=[O:7])=[C:4]([CH3:13])[N:3]=1.[F:14][C:15]([F:19])([F:18])[CH2:16][OH:17].CCN(C(C)C)C(C)C, predict the reaction product. The product is: [Cl:1][C:2]1[C:10]([C:11]#[N:12])=[CH:9][C:5]([C:6]([O:17][CH2:16][C:15]([F:19])([F:18])[F:14])=[O:7])=[C:4]([CH3:13])[N:3]=1. (5) Given the reactants [F:1][C:2]([F:28])([F:27])[C:3]1[CH:8]=[CH:7][C:6]([C:9]2[C:10]([C:15]([NH:17][C:18]3[CH:19]=[C:20]([C:24]([OH:26])=O)[N:21]([CH3:23])[CH:22]=3)=[O:16])=[CH:11][CH:12]=[CH:13][CH:14]=2)=[CH:5][CH:4]=1.[CH2:29]1[C:37]2[C:32](=[CH:33][CH:34]=[CH:35][CH:36]=2)[CH2:31][NH:30]1.CN(C(ON1N=NC2C=CC=CC1=2)=[N+](C)C)C.[B-](F)(F)(F)F.C(N(C(C)C)C(C)C)C, predict the reaction product. The product is: [CH2:29]1[C:37]2[C:32](=[CH:33][CH:34]=[CH:35][CH:36]=2)[CH2:31][N:30]1[C:24]([C:20]1[N:21]([CH3:23])[CH:22]=[C:18]([NH:17][C:15]([C:10]2[C:9]([C:6]3[CH:7]=[CH:8][C:3]([C:2]([F:28])([F:27])[F:1])=[CH:4][CH:5]=3)=[CH:14][CH:13]=[CH:12][CH:11]=2)=[O:16])[CH:19]=1)=[O:26]. (6) Given the reactants Br[C:2]1[CH:10]=[C:9]2[C:5]([C:6]([C:18]([O:20][CH2:21][CH3:22])=[O:19])=[N:7][N:8]2[C:11]([O:13][C:14]([CH3:17])([CH3:16])[CH3:15])=[O:12])=[CH:4][CH:3]=1.[N+:23]([C:26]1[CH:31]=[CH:30][C:29](B(O)O)=[CH:28][CH:27]=1)([O-:25])=[O:24].C(=O)([O-])[O-].[K+].[K+].C(OCC)(=O)C, predict the reaction product. The product is: [N+:23]([C:26]1[CH:31]=[CH:30][C:29]([C:2]2[CH:10]=[C:9]3[C:5]([C:6]([C:18]([O:20][CH2:21][CH3:22])=[O:19])=[N:7][N:8]3[C:11]([O:13][C:14]([CH3:17])([CH3:16])[CH3:15])=[O:12])=[CH:4][CH:3]=2)=[CH:28][CH:27]=1)([O-:25])=[O:24]. (7) Given the reactants [F:1][C:2]([F:14])([F:13])[O:3][C:4]1[CH:9]=[CH:8][C:7]([C@@H:10]([NH2:12])[CH3:11])=[CH:6][CH:5]=1.C([O:19][C:20]([C:22]1[CH:27]=[CH:26][CH:25]=[CH:24][C:23]=1[C:28]1[CH:33]=[CH:32][C:31]([CH2:34][N:35]2[C:43]3[C:38](=[CH:39][C:40]([C:44](O)=[O:45])=[CH:41][CH:42]=3)[C:37]([CH3:47])=[C:36]2[CH3:48])=[CH:30][CH:29]=1)=[O:21])(C)(C)C, predict the reaction product. The product is: [CH3:48][C:36]1[N:35]([CH2:34][C:31]2[CH:32]=[CH:33][C:28]([C:23]3[C:22]([C:20]([OH:21])=[O:19])=[CH:27][CH:26]=[CH:25][CH:24]=3)=[CH:29][CH:30]=2)[C:43]2[C:38]([C:37]=1[CH3:47])=[CH:39][C:40]([C:44](=[O:45])[NH:12][C@H:10]([C:7]1[CH:6]=[CH:5][C:4]([O:3][C:2]([F:13])([F:14])[F:1])=[CH:9][CH:8]=1)[CH3:11])=[CH:41][CH:42]=2.